From a dataset of hERG Central: cardiac toxicity at 1µM, 10µM, and general inhibition. Predict hERG channel inhibition at various concentrations. (1) The drug is CCN(CC)S(=O)(=O)c1ccc2c(c1)c(=O)c(C(=O)NCCN(C)CCc1ccccc1)cn2C. Results: hERG_inhib (hERG inhibition (general)): blocker. (2) The compound is O=C(c1ccco1)N1CCN(Cc2cc(=O)c(OCc3c(F)cccc3Cl)co2)CC1. Results: hERG_inhib (hERG inhibition (general)): blocker. (3) The compound is CN(C)CCCN(C(=O)c1ccco1)c1nc2ccc(F)cc2s1.Cl. Results: hERG_inhib (hERG inhibition (general)): blocker. (4) The molecule is COc1cccc(-n2c(-c3cccs3)c[n+]3c2CCc2ccccc2-3)c1.[Br-]. Results: hERG_inhib (hERG inhibition (general)): blocker. (5) The molecule is O=C(/C=C/c1ccc([N+](=O)[O-])cc1)NC1CC2CCC1C2. Results: hERG_inhib (hERG inhibition (general)): blocker. (6) The molecule is COc1ccc(-n2c(-c3ccc(Br)cc3)c[n+]3c2CCc2ccccc2-3)cc1.[Br-]. Results: hERG_inhib (hERG inhibition (general)): blocker.